The task is: Predict which catalyst facilitates the given reaction.. This data is from Catalyst prediction with 721,799 reactions and 888 catalyst types from USPTO. (1) Reactant: [CH2:1]([P:3]([CH2:10][CH2:11][OH:12])(=[O:9])[O:4][CH2:5][CH2:6][CH2:7][CH3:8])[CH3:2].CC(C)=[O:15].OS(O)(=O)=O.O=[Cr](=O)=O.C(O)(C)C. Product: [CH2:1]([P:3]([O:4][CH2:5][CH2:6][CH2:7][CH3:8])([CH2:10][C:11]([OH:15])=[O:12])=[O:9])[CH3:2]. The catalyst class is: 21. (2) Reactant: [C:1]12([CH2:11][C:12]([NH:14][C:15]3[CH:24]=[CH:23][CH:22]=[C:21]4[C:16]=3[CH:17]=[CH:18][C:19](Cl)=[N:20]4)=[O:13])[CH2:10][CH:5]3[CH2:6][CH:7]([CH2:9][CH:3]([CH2:4]3)[CH2:2]1)[CH2:8]2.[NH2:26][CH2:27][C@@H:28]([OH:30])[CH3:29].C(=O)([O-])[O-].[K+].[K+]. Product: [C:1]12([CH2:11][C:12]([NH:14][C:15]3[CH:24]=[CH:23][CH:22]=[C:21]4[C:16]=3[CH:17]=[CH:18][C:19]([NH:26][CH2:27][C@@H:28]([OH:30])[CH3:29])=[N:20]4)=[O:13])[CH2:10][CH:5]3[CH2:6][CH:7]([CH2:9][CH:3]([CH2:4]3)[CH2:2]1)[CH2:8]2. The catalyst class is: 60.